This data is from Reaction yield outcomes from USPTO patents with 853,638 reactions. The task is: Predict the reaction yield, written as a fraction of the theoretical maximum amount of product (1.0 means a 100% yield; for example, 0.34 means a 34% yield). (1) The reactants are [F:1][C:2]1[CH:7]=[CH:6][C:5]([CH:8]([O:12][CH3:13])[C:9]([OH:11])=O)=[CH:4][CH:3]=1.C1CCC(N=C=NC2CCCCC2)CC1.[CH3:29][O:30][C:31]1[CH:32]=[C:33]([C:39]2[CH:43]=[CH:42][NH:41][N:40]=2)[CH:34]=[CH:35][C:36]=1[O:37][CH3:38]. The catalyst is C1COCC1.CCOC(C)=O. The product is [CH3:29][O:30][C:31]1[CH:32]=[C:33]([C:39]2[CH:43]=[CH:42][N:41]([C:9](=[O:11])[CH:8]([C:5]3[CH:4]=[CH:3][C:2]([F:1])=[CH:7][CH:6]=3)[O:12][CH3:13])[N:40]=2)[CH:34]=[CH:35][C:36]=1[O:37][CH3:38]. The yield is 0.460. (2) The reactants are [NH2:1][C:2]1[C:11]([S:12]CC2C=CC(OC)=CC=2)=[CH:10][C:5]([C:6]([O:8][CH3:9])=[O:7])=[C:4]([NH:22][C:23]2[CH:28]=[CH:27][CH:26]=[CH:25][C:24]=2[F:29])[C:3]=1[F:30].C(O)(C(F)(F)F)=O. The catalyst is C1(OC)C=CC=CC=1. The product is [NH2:1][C:2]1[C:11]([SH:12])=[CH:10][C:5]([C:6]([O:8][CH3:9])=[O:7])=[C:4]([NH:22][C:23]2[CH:28]=[CH:27][CH:26]=[CH:25][C:24]=2[F:29])[C:3]=1[F:30]. The yield is 0.750. (3) The reactants are C(NC(C)C)(C)C.C([Li])CCC.[I:13][C:14]1[CH:19]=[CH:18][C:17]([CH2:20][C:21]([OH:23])=[O:22])=[CH:16][CH:15]=1.I[CH2:25][CH:26]1[CH2:30][CH2:29][CH2:28][CH2:27]1. The catalyst is O1CCCC1.CN1CCCN(C)C1=O. The product is [CH:26]1([CH2:25][CH:20]([C:17]2[CH:16]=[CH:15][C:14]([I:13])=[CH:19][CH:18]=2)[C:21]([OH:23])=[O:22])[CH2:30][CH2:29][CH2:28][CH2:27]1. The yield is 0.700. (4) The reactants are [CH2:1]([O:3][C:4]([C:6]1[C:7]([CH3:23])=[C:8]([C:16]([O:18][C:19]([CH3:22])([CH3:21])[CH3:20])=[O:17])[NH:9][C:10]=1[CH2:11][CH2:12][C:13]([OH:15])=O)=[O:5])[CH3:2].[OH:24]N1C2C=CC=CC=2N=N1.C(N=C=NC[CH2:40][CH2:41][N:42]([CH3:44])C)C.[C:45](#[N:47])C. No catalyst specified. The product is [CH2:1]([O:3][C:4]([C:6]1[C:7]([CH3:23])=[C:8]([C:16]([O:18][C:19]([CH3:22])([CH3:21])[CH3:20])=[O:17])[NH:9][C:10]=1[CH2:11][CH2:12][C:13](=[O:15])[NH:47][CH2:45][CH2:44][NH:42][C:41](=[O:24])[CH3:40])=[O:5])[CH3:2]. The yield is 0.650.